This data is from CYP2C9 inhibition data for predicting drug metabolism from PubChem BioAssay. The task is: Regression/Classification. Given a drug SMILES string, predict its absorption, distribution, metabolism, or excretion properties. Task type varies by dataset: regression for continuous measurements (e.g., permeability, clearance, half-life) or binary classification for categorical outcomes (e.g., BBB penetration, CYP inhibition). Dataset: cyp2c9_veith. (1) The compound is CCCCCCCCCCCCCCCC(=O)NCCO. The result is 0 (non-inhibitor). (2) The molecule is COc1ccc(CC(=O)NC(=S)Nc2ccc(S(=O)(=O)NC(C)(C)C)cc2)cc1. The result is 1 (inhibitor).